This data is from Full USPTO retrosynthesis dataset with 1.9M reactions from patents (1976-2016). The task is: Predict the reactants needed to synthesize the given product. (1) Given the product [OH:23][C:17]1[CH2:18][CH2:19][CH2:20][C:21](=[O:22])[C:16]=1[C:13](=[O:15])/[CH:14]=[CH:5]/[C:4]1[CH:7]=[CH:8][C:9]([O:11][CH3:12])=[C:10]([O:26][CH3:24])[C:3]=1[O:2][CH3:1], predict the reactants needed to synthesize it. The reactants are: [CH3:1][O:2][C:3]1[CH:10]=[C:9]([O:11][CH3:12])[CH:8]=[CH:7][C:4]=1[CH:5]=O.[C:13]([C:16]1[C:17](=[O:23])[CH2:18][CH2:19][CH2:20][C:21]=1[OH:22])(=[O:15])[CH3:14].[C:24](C1C(=O)OC(C)=CC=1O)(=[O:26])C. (2) Given the product [OH:36][CH2:35][C@H:24]([NH:23][C:20]([C:13]1[C:14]2[O:18][CH2:17][CH2:16][C:15]=2[CH:19]=[C:11]([C:4]2[CH:5]=[C:6]([O:9][CH3:10])[C:7]([F:8])=[C:2]([F:1])[CH:3]=2)[CH:12]=1)=[O:21])[CH2:25][C:26]1[C:34]2[C:29](=[CH:30][CH:31]=[CH:32][CH:33]=2)[NH:28][CH:27]=1, predict the reactants needed to synthesize it. The reactants are: [F:1][C:2]1[CH:3]=[C:4]([C:11]2[CH:12]=[C:13]([C:20](O)=[O:21])[C:14]3[O:18][CH2:17][CH2:16][C:15]=3[CH:19]=2)[CH:5]=[C:6]([O:9][CH3:10])[C:7]=1[F:8].[NH2:23][C@@H:24]([CH2:35][OH:36])[CH2:25][C:26]1[C:34]2[C:29](=[CH:30][CH:31]=[CH:32][CH:33]=2)[NH:28][CH:27]=1.C(Cl)CCl.C1C=CC2N(O)N=NC=2C=1. (3) Given the product [C:1]([O:5][C:6]([N:8]1[CH2:13][CH2:12][CH:11]([N:14]([CH2:15][C:16]2[CH:21]=[CH:20][CH:19]=[CH:18][CH:17]=2)[C:23]2[CH:28]=[CH:27][C:26]([N+:29]([O-:31])=[O:30])=[CH:25][CH:24]=2)[CH2:10][CH2:9]1)=[O:7])([CH3:4])([CH3:2])[CH3:3], predict the reactants needed to synthesize it. The reactants are: [C:1]([O:5][C:6]([N:8]1[CH2:13][CH2:12][CH:11]([NH:14][CH2:15][C:16]2[CH:21]=[CH:20][CH:19]=[CH:18][CH:17]=2)[CH2:10][CH2:9]1)=[O:7])([CH3:4])([CH3:3])[CH3:2].I[C:23]1[CH:28]=[CH:27][C:26]([N+:29]([O-:31])=[O:30])=[CH:25][CH:24]=1.N#N. (4) Given the product [F:20][CH:2]([F:1])[O:3][C:4]1[CH:11]=[C:10]([CH2:12][CH2:13][N:14]2[CH2:19][CH2:18][N:17]([CH2:32][CH2:31][C:29]3[CH:28]=[CH:27][C:26]4[C:22](=[O:21])[O:23][CH2:24][C:25]=4[CH:30]=3)[CH2:16][CH2:15]2)[CH:9]=[CH:8][C:5]=1[C:6]#[N:7], predict the reactants needed to synthesize it. The reactants are: [F:1][CH:2]([F:20])[O:3][C:4]1[CH:11]=[C:10]([CH2:12][CH2:13][N:14]2[CH2:19][CH2:18][NH:17][CH2:16][CH2:15]2)[CH:9]=[CH:8][C:5]=1[C:6]#[N:7].[O:21]=[C:22]1[C:26]2[CH:27]=[CH:28][C:29]([CH2:31][CH:32]=O)=[CH:30][C:25]=2[CH2:24][O:23]1.[BH-](OC(C)=O)(OC(C)=O)OC(C)=O.[Na+]. (5) Given the product [ClH:22].[C:1]([C:5]1[CH:10]=[CH:9][C:8]([C:11]2[N:12]([C:30]([N:36]3[CH2:42][CH2:41][C:40](=[O:43])[NH:39][CH2:38][CH2:37]3)=[O:31])[C@H:13]([C:23]3[CH:24]=[CH:25][C:26]([Cl:29])=[CH:27][CH:28]=3)[C@H:14]([C:16]3[CH:17]=[CH:18][C:19]([Cl:22])=[CH:20][CH:21]=3)[N:15]=2)=[C:7]([O:33][CH2:34][CH3:35])[CH:6]=1)([CH3:4])([CH3:2])[CH3:3], predict the reactants needed to synthesize it. The reactants are: [C:1]([C:5]1[CH:10]=[CH:9][C:8]([C:11]2[N:12]([C:30](Cl)=[O:31])[C@H:13]([C:23]3[CH:28]=[CH:27][C:26]([Cl:29])=[CH:25][CH:24]=3)[C@H:14]([C:16]3[CH:21]=[CH:20][C:19]([Cl:22])=[CH:18][CH:17]=3)[N:15]=2)=[C:7]([O:33][CH2:34][CH3:35])[CH:6]=1)([CH3:4])([CH3:3])[CH3:2].[NH:36]1[CH2:42][CH2:41][C:40](=[O:43])[NH:39][CH2:38][CH2:37]1. (6) Given the product [CH3:18][NH:17][C:15](=[O:16])[C:14]1[CH:19]=[CH:20][C:11]([C:10]2[C:5]3[C:4]([O:29][CH:30]4[CH2:31][CH2:32][O:33][CH2:34][CH2:35]4)=[N:3][C:2]([NH:42][C:41]4[N:37]([CH3:36])[N:38]=[CH:39][CH:40]=4)=[N:7][C:6]=3[N:8]([CH2:21][O:22][CH2:23][CH2:24][Si:25]([CH3:28])([CH3:26])[CH3:27])[CH:9]=2)=[CH:12][CH:13]=1, predict the reactants needed to synthesize it. The reactants are: Cl[C:2]1[N:3]=[C:4]([O:29][CH:30]2[CH2:35][CH2:34][O:33][CH2:32][CH2:31]2)[C:5]2[C:10]([C:11]3[CH:20]=[CH:19][C:14]([C:15]([NH:17][CH3:18])=[O:16])=[CH:13][CH:12]=3)=[CH:9][N:8]([CH2:21][O:22][CH2:23][CH2:24][Si:25]([CH3:28])([CH3:27])[CH3:26])[C:6]=2[N:7]=1.[CH3:36][N:37]1[C:41]([NH2:42])=[CH:40][CH:39]=[N:38]1.C(=O)([O-])[O-].[Cs+].[Cs+].CC1(C)C2C=CC=C(P(C3C=CC=CC=3)C3C=CC=CC=3)C=2OC2C1=CC=CC=2P(C1C=CC=CC=1)C1C=CC=CC=1.